This data is from Full USPTO retrosynthesis dataset with 1.9M reactions from patents (1976-2016). The task is: Predict the reactants needed to synthesize the given product. (1) The reactants are: [Cl:1][C:2]1[CH:17]=[CH:16][C:15]([Cl:18])=[CH:14][C:3]=1[O:4][C:5]1[C:10]([C:11]([OH:13])=O)=[CH:9][N:8]=[CH:7][CH:6]=1.F[P-](F)(F)(F)(F)F.N1(OC(N(C)C)=[N+](C)C)C2N=CC=CC=2N=N1.C(N(CC)C(C)C)(C)C.[NH:52]1[C:61]2[C:56](=[CH:57][CH:58]=[CH:59][CH:60]=2)[CH2:55][CH2:54][CH2:53]1. Given the product [Cl:1][C:2]1[CH:17]=[CH:16][C:15]([Cl:18])=[CH:14][C:3]=1[O:4][C:5]1[CH:6]=[CH:7][N:8]=[CH:9][C:10]=1[C:11]([N:52]1[C:61]2[C:56](=[CH:57][CH:58]=[CH:59][CH:60]=2)[CH2:55][CH2:54][CH2:53]1)=[O:13], predict the reactants needed to synthesize it. (2) Given the product [N:11]([C:2]1[C:7]([F:8])=[CH:6][N:5]=[CH:4][C:3]=1[CH:9]=[O:10])=[N+:12]=[N-:13], predict the reactants needed to synthesize it. The reactants are: Cl[C:2]1[C:7]([F:8])=[CH:6][N:5]=[CH:4][C:3]=1[CH:9]=[O:10].[N-:11]=[N+:12]=[N-:13].[Na+].